Dataset: Peptide-MHC class I binding affinity with 185,985 pairs from IEDB/IMGT. Task: Regression. Given a peptide amino acid sequence and an MHC pseudo amino acid sequence, predict their binding affinity value. This is MHC class I binding data. (1) The peptide sequence is FLIRQLIRL. The MHC is HLA-A68:02 with pseudo-sequence HLA-A68:02. The binding affinity (normalized) is 0.428. (2) The peptide sequence is GAVNVVMTF. The MHC is Patr-B0101 with pseudo-sequence Patr-B0101. The binding affinity (normalized) is 0. (3) The MHC is HLA-A11:01 with pseudo-sequence HLA-A11:01. The peptide sequence is SSTCSAVTDR. The binding affinity (normalized) is 0.524. (4) The peptide sequence is ITYIYLAH. The MHC is H-2-Db with pseudo-sequence H-2-Db. The binding affinity (normalized) is 0. (5) The peptide sequence is SPREECGVF. The MHC is HLA-B07:02 with pseudo-sequence HLA-B07:02. The binding affinity (normalized) is 0.699. (6) The peptide sequence is GPQFPFTGV. The MHC is HLA-B07:02 with pseudo-sequence HLA-B07:02. The binding affinity (normalized) is 0.119.